Task: Predict the reactants needed to synthesize the given product.. Dataset: Full USPTO retrosynthesis dataset with 1.9M reactions from patents (1976-2016) (1) Given the product [NH:37]1[CH2:40][CH:39]([N:41]2[CH:45]=[C:44]([C:18]3[CH:19]=[C:20]4[C:12]([CH:10]([C:3]5[C:4]([Cl:9])=[CH:5][CH:6]=[C:7]([F:8])[C:2]=5[Cl:1])[CH3:11])=[CH:13][NH:14][C:15]4=[N:16][CH:17]=3)[CH:43]=[N:42]2)[CH2:38]1, predict the reactants needed to synthesize it. The reactants are: [Cl:1][C:2]1[C:7]([F:8])=[CH:6][CH:5]=[C:4]([Cl:9])[C:3]=1[CH:10]([C:12]1[C:20]2[C:15](=[N:16][CH:17]=[C:18](B3OC(C)(C)C(C)(C)O3)[CH:19]=2)[NH:14][CH:13]=1)[CH3:11].C(OC([N:37]1[CH2:40][CH:39]([N:41]2[CH:45]=[C:44](I)[CH:43]=[N:42]2)[CH2:38]1)=O)(C)(C)C.C(=O)([O-])[O-].[K+].[K+]. (2) The reactants are: [CH3:1][O:2][C:3](=[O:33])[C@@H:4]([NH:7][C:8](=[O:32])[C:9]1[CH:14]=[CH:13][C:12]([C:15]#[C:16]/[CH:17]=[CH:18]/[C:19]2[CH:24]=[CH:23][C:22]([CH2:25][N:26]3[CH2:31][CH2:30][O:29][CH2:28][CH2:27]3)=[CH:21][CH:20]=2)=[CH:11][CH:10]=1)[CH2:5][NH2:6].CCN(C(C)C)C(C)C.[Br:43][CH2:44][C:45](Br)=[O:46]. Given the product [CH3:1][O:2][C:3](=[O:33])[C@@H:4]([NH:7][C:8](=[O:32])[C:9]1[CH:14]=[CH:13][C:12]([C:15]#[C:16]/[CH:17]=[CH:18]/[C:19](/[CH3:24])=[CH:20]/[CH:21]=[C:22](\[CH3:23])/[CH2:25][N:26]2[CH2:31][CH2:30][O:29][CH2:28][CH2:27]2)=[CH:11][CH:10]=1)[CH2:5][NH:6][C:45](=[O:46])[CH2:44][Br:43], predict the reactants needed to synthesize it. (3) Given the product [SH:22][C:18]1[CH:17]=[C:16]2[C:21](=[CH:20][CH:19]=1)[C:12]([NH:11][C:3](=[O:10])[C:4]1[CH:9]=[CH:8][CH:7]=[CH:6][CH:5]=1)=[N:13][CH:14]=[CH:15]2, predict the reactants needed to synthesize it. The reactants are: [OH-].[Na+].[C:3]([NH:11][C:12]1[C:21]2[C:16](=[CH:17][C:18]([S:22]C(=O)N(C)C)=[CH:19][CH:20]=2)[CH:15]=[CH:14][N:13]=1)(=[O:10])[C:4]1[CH:9]=[CH:8][CH:7]=[CH:6][CH:5]=1.C(OCC)(=O)C. (4) Given the product [CH3:1][NH:2][S:3]([C:6]1[CH:11]=[CH:10][CH:9]=[C:8]([O:22][C:23]2[CH:24]=[C:25]3[C:29](=[CH:30][CH:31]=2)[CH2:28][C@@H:27]([NH:32][S:33]([CH:36]([CH3:38])[CH3:37])(=[O:35])=[O:34])[CH2:26]3)[CH:7]=1)(=[O:5])=[O:4], predict the reactants needed to synthesize it. The reactants are: [CH3:1][NH:2][S:3]([C:6]1[CH:7]=[C:8](B(O)O)[CH:9]=[CH:10][CH:11]=1)(=[O:5])=[O:4].C(N(CC)CC)C.[OH:22][C:23]1[CH:24]=[C:25]2[C:29](=[CH:30][CH:31]=1)[CH2:28][C@@H:27]([NH:32][S:33]([CH:36]([CH3:38])[CH3:37])(=[O:35])=[O:34])[CH2:26]2. (5) Given the product [C:1]1(=[O:15])[C:10]2[C:5](=[CH:6][CH:7]=[CH:8][CH:9]=2)[CH2:4][CH2:3][CH2:2]1.[NH:12]1[CH2:17][CH:16]([C:18]([NH2:20])=[O:19])[O:15][CH2:14][CH2:13]1, predict the reactants needed to synthesize it. The reactants are: [CH2:1]1[C:10]2[C:5](=[CH:6][CH:7]=[CH:8][CH:9]=2)[CH2:4][CH2:3][C:2]1=O.[NH:12]1[CH2:17][CH:16]([C:18]([NH2:20])=[O:19])[O:15][CH2:14][CH2:13]1.C1(C)C=CC(S(O)(=O)=O)=CC=1. (6) Given the product [F:23][C:11]1([C:14](=[O:22])[C:15]2[CH:20]=[CH:19][C:18]([F:21])=[CH:17][CH:16]=2)[CH2:10][CH2:9][NH:8][CH2:13][CH2:12]1, predict the reactants needed to synthesize it. The reactants are: C(OC([N:8]1[CH2:13][CH2:12][C:11]([F:23])([C:14](=[O:22])[C:15]2[CH:20]=[CH:19][C:18]([F:21])=[CH:17][CH:16]=2)[CH2:10][CH2:9]1)=O)(C)(C)C.FC(F)(F)C(O)=O.C([O-])(O)=O.[Na+].